Dataset: Full USPTO retrosynthesis dataset with 1.9M reactions from patents (1976-2016). Task: Predict the reactants needed to synthesize the given product. (1) Given the product [OH:26][CH2:25][CH2:24][N:22]([CH3:23])[C:3]1[C:2]([C:29]2[CH:28]=[N:27][CH:32]=[CH:31][CH:30]=2)=[CH:21][C:6]([C:7]([NH:9][C:10]2[CH:15]=[CH:14][C:13]([O:16][C:17]([F:20])([F:19])[F:18])=[CH:12][CH:11]=2)=[O:8])=[CH:5][N:4]=1, predict the reactants needed to synthesize it. The reactants are: Br[C:2]1[C:3]([N:22]([CH2:24][CH2:25][OH:26])[CH3:23])=[N:4][CH:5]=[C:6]([CH:21]=1)[C:7]([NH:9][C:10]1[CH:15]=[CH:14][C:13]([O:16][C:17]([F:20])([F:19])[F:18])=[CH:12][CH:11]=1)=[O:8].[N:27]1[CH:32]=[CH:31][CH:30]=[C:29](B(O)O)[CH:28]=1.C([O-])([O-])=O.[Na+].[Na+]. (2) Given the product [CH2:24]([O:23][C:12]1[N:13]=[C:14]([NH:16][CH2:17][C:18]2[O:19][CH:20]=[CH:21][CH:22]=2)[N:15]=[C:10]([NH:41][C:39]2[CH:38]=[CH:37][C:35]3[NH:36][C:32]([C:28]4[S:27][CH:31]=[CH:30][CH:29]=4)=[N:33][C:34]=3[CH:40]=2)[N:11]=1)[CH3:25], predict the reactants needed to synthesize it. The reactants are: CN(C)C1C=CC(N[C:10]2[N:15]=[C:14]([NH:16][CH2:17][C:18]3[O:19][CH:20]=[CH:21][CH:22]=3)[N:13]=[C:12]([O:23][CH2:24][CH3:25])[N:11]=2)=CC=1.[S:27]1[CH:31]=[CH:30][CH:29]=[C:28]1[C:32]1[NH:36][C:35]2[CH:37]=[CH:38][C:39]([NH2:41])=[CH:40][C:34]=2[N:33]=1.CCN(C(C)C)C(C)C.O1CCOCC1. (3) Given the product [F:43][C:37]1[CH:36]=[C:35]([C@H:32]([NH:31][C:3]([C:2]2[CH:5]=[C:22]3[C:16](=[CH:17][CH:18]=2)[CH:29]=[N:27][C:28]([NH:6][CH:7]2[CH2:11][CH2:10][O:9][CH2:8]2)=[CH:24]3)=[O:4])[CH2:33][OH:34])[CH:40]=[CH:39][C:38]=1[O:41][CH3:42], predict the reactants needed to synthesize it. The reactants are: N[C@@H:2]([CH3:5])[CH2:3][OH:4].[NH2:6][CH:7]1[CH2:11][CH2:10][O:9][CH2:8]1.Cl.FC1C=[C:16]([C@@H:22]([C:24]2C=N[N:27]([CH3:29])[CH:28]=2)N)[CH:17]=[CH:18]C=1OC.Cl.[NH2:31][C@@H:32]([C:35]1[CH:40]=[CH:39][C:38]([O:41][CH3:42])=[C:37]([F:43])[CH:36]=1)[CH2:33][OH:34].